Dataset: Forward reaction prediction with 1.9M reactions from USPTO patents (1976-2016). Task: Predict the product of the given reaction. (1) The product is: [CH:20]1([NH:19][C:18]([C:3]2[S:4][C:5]3=[N:6][C:7]([O:13][CH2:14][C:15](=[O:16])[NH:56][CH2:57][CH2:58][N:59]4[CH2:64][CH2:63][O:62][CH2:61][CH2:60]4)=[C:8]([Cl:12])[C:9]([CH3:11])=[C:10]3[C:2]=2[NH2:1])=[O:23])[CH2:21][CH2:22]1. Given the reactants [NH2:1][C:2]1[C:10]2[C:5](=[N:6][C:7]([O:13][CH2:14][C:15](O)=[O:16])=[C:8]([Cl:12])[C:9]=2[CH3:11])[S:4][C:3]=1[C:18](=[O:23])[NH:19][CH:20]1[CH2:22][CH2:21]1.O.ON1C2C=CC=CC=2N=N1.C(N(CC)C(C)C)(C)C.Cl.CN(C)CCCN=C=NCC.[NH2:56][CH2:57][CH2:58][N:59]1[CH2:64][CH2:63][O:62][CH2:61][CH2:60]1, predict the reaction product. (2) Given the reactants Br[C:2]1[CH:3]=[C:4]2[C:9]([NH:10][C@@H:11]3[CH2:16][CH2:15][N:14]([C:17](=[O:22])[C:18]([OH:21])([CH3:20])[CH3:19])[CH2:13][C@H:12]3[CH2:23][CH3:24])=[C:8]([C:25]([NH2:27])=[O:26])[CH:7]=[N:6][N:5]2[CH:28]=1.[CH:29]([N:32]1[CH:36]=[C:35](B2OC(C)(C)C(C)(C)O2)[CH:34]=[N:33]1)([CH3:31])[CH3:30].P([O-])([O-])([O-])=O.[K+].[K+].[K+], predict the reaction product. The product is: [CH2:23]([C@H:12]1[C@H:11]([NH:10][C:9]2[C:4]3[N:5]([CH:28]=[C:2]([C:35]4[CH:34]=[N:33][N:32]([CH:29]([CH3:31])[CH3:30])[CH:36]=4)[CH:3]=3)[N:6]=[CH:7][C:8]=2[C:25]([NH2:27])=[O:26])[CH2:16][CH2:15][N:14]([C:17](=[O:22])[C:18]([OH:21])([CH3:20])[CH3:19])[CH2:13]1)[CH3:24]. (3) Given the reactants Cl.Cl.[N:3]1[CH:8]=[CH:7][CH:6]=[CH:5][C:4]=1[C:9]1([NH2:12])[CH2:11][CH2:10]1.C(N(C(C)C)CC)(C)C.[F:22][CH:23]([F:56])[O:24][C:25]1[N:33]=[C:32]([CH3:34])[C:31]([C:35]2[CH:40]=[CH:39][N:38]3[N:41]=[C:42]([C:48]4[CH:53]=[CH:52][C:51]([F:54])=[CH:50][CH:49]=4)[C:43]([C:44](=[O:47])[NH:45][CH3:46])=[C:37]3[C:36]=2[F:55])=[CH:30][C:26]=1[C:27]([OH:29])=[O:28].CN(C(ON1N=NC2C=CC=NC1=2)=[N+](C)C)C.F[P-](F)(F)(F)(F)F, predict the reaction product. The product is: [C:27]([O-:29])(=[O:28])[CH3:26].[NH4+:3].[F:56][CH:23]([F:22])[O:24][C:25]1[N:33]=[C:32]([CH3:34])[C:31]([C:35]2[CH:40]=[CH:39][N:38]3[N:41]=[C:42]([C:48]4[CH:53]=[CH:52][C:51]([F:54])=[CH:50][CH:49]=4)[C:43]([C:44]([NH:45][CH3:46])=[O:47])=[C:37]3[C:36]=2[F:55])=[CH:30][C:26]=1[C:27](=[O:28])[NH:12][C:9]1([C:4]2[CH:5]=[CH:6][CH:7]=[CH:8][N:3]=2)[CH2:11][CH2:10]1. (4) Given the reactants [Cl:1][C:2]1[CH:3]=[CH:4][C:5]2[N:9]=[C:8]([CH2:10][C:11]([OH:13])=O)[NH:7][C:6]=2[CH:14]=1.CN(C(ON1N=NC2C=CC=CC1=2)=[N+](C)C)C.F[P-](F)(F)(F)(F)F.CCN(C(C)C)C(C)C.Cl.Cl.[NH:50]1[C:54]2[CH:55]=[CH:56][CH:57]=[CH:58][C:53]=2[N:52]=[C:51]1[CH:59]1[CH2:64][CH2:63][CH2:62][CH:61]([NH2:65])[CH2:60]1.C(=O)(O)[O-].[Na+], predict the reaction product. The product is: [NH:50]1[C:54]2[CH:55]=[CH:56][CH:57]=[CH:58][C:53]=2[N:52]=[C:51]1[CH:59]1[CH2:64][CH2:63][CH2:62][CH:61]([NH:65][C:11](=[O:13])[CH2:10][C:8]2[NH:7][C:6]3[CH:14]=[C:2]([Cl:1])[CH:3]=[CH:4][C:5]=3[N:9]=2)[CH2:60]1.